Dataset: Full USPTO retrosynthesis dataset with 1.9M reactions from patents (1976-2016). Task: Predict the reactants needed to synthesize the given product. (1) Given the product [C:10]([O:14][C:15]([N:17]1[CH2:22][CH2:21][CH:20]([C:23]2[CH:28]=[CH:27][C:26]([CH2:29][O:8][C:5]3[CH:6]=[CH:7][C:2]([Br:1])=[C:3]([CH3:9])[CH:4]=3)=[CH:25][CH:24]=2)[CH2:19][CH2:18]1)=[O:16])([CH3:13])([CH3:12])[CH3:11], predict the reactants needed to synthesize it. The reactants are: [Br:1][C:2]1[CH:7]=[CH:6][C:5]([OH:8])=[CH:4][C:3]=1[CH3:9].[C:10]([O:14][C:15]([N:17]1[CH2:22][CH2:21][CH:20]([C:23]2[CH:28]=[CH:27][C:26]([CH2:29]O)=[CH:25][CH:24]=2)[CH2:19][CH2:18]1)=[O:16])([CH3:13])([CH3:12])[CH3:11]. (2) Given the product [O:37]1[C:38]2[CH:44]=[CH:43][CH:42]=[CH:41][C:39]=2[N:40]=[C:36]1[NH:1][CH2:2][C:3]1[CH:4]=[C:5]([C:13]2[C:17]3[CH2:18][N:19]([S:22]([CH3:25])(=[O:23])=[O:24])[CH2:20][CH2:21][C:16]=3[N:15]([CH2:26][CH:27]([OH:34])[CH2:28][N:29]3[CH2:33][CH2:32][CH2:31][CH2:30]3)[N:14]=2)[CH:6]=[CH:7][C:8]=1[C:9]([F:11])([F:12])[F:10], predict the reactants needed to synthesize it. The reactants are: [NH2:1][CH2:2][C:3]1[CH:4]=[C:5]([C:13]2[C:17]3[CH2:18][N:19]([S:22]([CH3:25])(=[O:24])=[O:23])[CH2:20][CH2:21][C:16]=3[N:15]([CH2:26][CH:27]([OH:34])[CH2:28][N:29]3[CH2:33][CH2:32][CH2:31][CH2:30]3)[N:14]=2)[CH:6]=[CH:7][C:8]=1[C:9]([F:12])([F:11])[F:10].Cl[C:36]1[O:37][C:38]2[CH:44]=[CH:43][CH:42]=[CH:41][C:39]=2[N:40]=1.C([O-])([O-])=O.[K+].[K+]. (3) The reactants are: [C:1](Cl)(=[O:5])[C:2](Cl)=O.CN(C)C=O.[CH3:12][O:13][C:14](=[O:30])[C:15]1[CH:20]=[CH:19][N:18]=[C:17]([C:21]2[CH:22]=[C:23]3[C:27](=[CH:28][CH:29]=2)[NH:26][CH:25]=C3)[CH:16]=1. Given the product [CH3:12][O:13][C:14](=[O:30])[C:15]1[CH:20]=[CH:19][N:18]=[C:17]([C:21]2[CH:22]=[C:23]3[C:27](=[CH:28][CH:29]=2)[NH:26][CH:25]=[C:2]3[CH:1]=[O:5])[CH:16]=1, predict the reactants needed to synthesize it. (4) Given the product [O:25]1[C:26]2[CH:32]=[CH:31][CH:30]=[CH:29][C:27]=2[N:28]=[C:24]1[CH:22]([OH:23])[C@@H:21]([NH:20][C:11](=[O:12])[C@@H:9]([NH2:8])[CH2:10][CH:43]1[CH2:42][CH2:41][CH2:40][CH2:39][CH2:44]1)[CH2:33][CH3:34], predict the reactants needed to synthesize it. The reactants are: C([N:8](C1CCCCC1)[C@H:9]([C:11](O)=[O:12])[CH3:10])(OC(C)(C)C)=O.[NH2:20][C@@H:21]([CH2:33][CH3:34])[CH:22]([C:24]1[O:25][C:26]2[CH:32]=[CH:31][CH:30]=[CH:29][C:27]=2[N:28]=1)[OH:23].C(Cl)CCl.[CH:39]1[CH:40]=[CH:41][C:42]2N(O)N=N[C:43]=2[CH:44]=1.CN1CCOCC1. (5) The reactants are: [F:1][C:2]1[CH:7]=[C:6]([N+:8]([O-:10])=[O:9])[CH:5]=[CH:4][C:3]=1[N:11]1[CH2:16][CH2:15][NH:14][CH2:13][CH2:12]1.[O:17]1[CH2:22][CH2:21][C:20](=O)[CH2:19][CH2:18]1.C([BH3-])#N.[Na+].CO.ClCCl. Given the product [F:1][C:2]1[CH:7]=[C:6]([N+:8]([O-:10])=[O:9])[CH:5]=[CH:4][C:3]=1[N:11]1[CH2:16][CH2:15][N:14]([CH:20]2[CH2:21][CH2:22][O:17][CH2:18][CH2:19]2)[CH2:13][CH2:12]1, predict the reactants needed to synthesize it. (6) Given the product [CH:1]1([N:5]2[CH2:11][CH2:10][CH2:9][N:8]([C:12]([N:14]3[CH2:15][CH:16]([CH2:18][O:19][C:25]4[CH:30]=[N:29][C:28]([C:31]([F:34])([F:33])[F:32])=[CH:27][CH:26]=4)[CH2:17]3)=[O:13])[CH2:7][CH2:6]2)[CH2:4][CH2:3][CH2:2]1, predict the reactants needed to synthesize it. The reactants are: [CH:1]1([N:5]2[CH2:11][CH2:10][CH2:9][N:8]([C:12]([N:14]3[CH2:17][CH:16]([CH2:18][OH:19])[CH2:15]3)=[O:13])[CH2:7][CH2:6]2)[CH2:4][CH2:3][CH2:2]1.[H-].[Na+].[F-].[Cs+].Br[C:25]1[CH:26]=[CH:27][C:28]([C:31]([F:34])([F:33])[F:32])=[N:29][CH:30]=1. (7) Given the product [Cl:14][C:15]1[CH:20]=[CH:19][C:18]([CH2:21][C:4](=[O:6])[CH2:3][C:2]([O:8][CH2:9][CH3:10])=[O:7])=[CH:17][CH:16]=1, predict the reactants needed to synthesize it. The reactants are: [K+].[C:2]([O:8][CH2:9][CH3:10])(=[O:7])[CH2:3][C:4]([O-:6])=O.[Cl-].[Mg+2].[Cl-].[Cl:14][C:15]1[CH:20]=[CH:19][C:18]([CH2:21]C(O)=O)=[CH:17][CH:16]=1.C(N1C=CN=C1)(N1C=CN=C1)=O.Cl. (8) Given the product [OH:1][CH2:2][C:3]([CH2:8][OH:9])([CH2:6][OH:7])[C:4]([OH:11])=[O:5], predict the reactants needed to synthesize it. The reactants are: [OH:1][CH2:2][C:3]([CH2:8][OH:9])([CH2:6][OH:7])[CH2:4][OH:5].C(=O)([O-])[OH:11].[Na+]. (9) Given the product [Br:1][C:2]1[S:3][CH:4]=[C:5]([C:7]([OH:9])=[O:8])[N:6]=1, predict the reactants needed to synthesize it. The reactants are: [Br:1][C:2]1[S:3][CH:4]=[C:5]([C:7]([O:9]CC)=[O:8])[N:6]=1.[OH-].[Na+].Cl.